Dataset: Catalyst prediction with 721,799 reactions and 888 catalyst types from USPTO. Task: Predict which catalyst facilitates the given reaction. (1) Reactant: [CH3:1][N:2]1[CH:6]=[CH:5][C:4]([C:7]2[CH:8]=[CH:9][C:10]3[NH:15][C:14](=[O:16])[CH2:13][NH:12][C:11]=3[N:17]=2)=[N:3]1.[F:18][C:19]([F:35])([F:34])[O:20][C:21]1[CH:33]=[CH:32][C:24]([O:25][CH:26]([CH2:30][CH3:31])[C:27](O)=[O:28])=[CH:23][CH:22]=1.Cl.CN(C)CCCN=C=NCC.O.ON1C2C=CC=CC=2N=N1.C(=O)([O-])O.[Na+]. Product: [CH3:1][N:2]1[CH:6]=[CH:5][C:4]([C:7]2[CH:8]=[CH:9][C:10]3[NH:15][C:14](=[O:16])[CH2:13][N:12]([C:27](=[O:28])[CH:26]([O:25][C:24]4[CH:32]=[CH:33][C:21]([O:20][C:19]([F:35])([F:34])[F:18])=[CH:22][CH:23]=4)[CH2:30][CH3:31])[C:11]=3[N:17]=2)=[N:3]1. The catalyst class is: 9. (2) Reactant: C(OC(=O)[NH:10][CH2:11][CH:12]1[CH2:16][C:15]2[CH:17]=[CH:18][CH:19]=[C:20]([C:21]3[CH:26]=[CH:25][C:24]([F:27])=[CH:23][C:22]=3[F:28])[C:14]=2[O:13]1)C1C=CC=CC=1. Product: [F:28][C:22]1[CH:23]=[C:24]([F:27])[CH:25]=[CH:26][C:21]=1[C:20]1[C:14]2[O:13][CH:12]([CH2:11][NH2:10])[CH2:16][C:15]=2[CH:17]=[CH:18][CH:19]=1. The catalyst class is: 45. (3) Reactant: [CH3:1][C:2]1([CH3:33])[C:11]2[C:6](=[CH:7][CH:8]=[C:9]([C:12]([NH:14][S:15]([CH:18]3[CH2:20][CH2:19]3)(=[O:17])=[O:16])=[O:13])[CH:10]=2)[NH:5][CH:4]([C:21]2[CH:26]=[CH:25][CH:24]=[C:23]([N:27]3[CH2:32][CH2:31][O:30][CH2:29][CH2:28]3)[CH:22]=2)[CH2:3]1.[C:34](=O)([O-])[O-].[K+].[K+]. Product: [CH3:1][C:2]1([CH3:33])[C:11]2[C:6](=[CH:7][CH:8]=[C:9]([C:12]([N:14]([CH3:34])[S:15]([CH:18]3[CH2:20][CH2:19]3)(=[O:17])=[O:16])=[O:13])[CH:10]=2)[NH:5][CH:4]([C:21]2[CH:26]=[CH:25][CH:24]=[C:23]([N:27]3[CH2:28][CH2:29][O:30][CH2:31][CH2:32]3)[CH:22]=2)[CH2:3]1. The catalyst class is: 9. (4) Reactant: [C:1]([CH2:3][C:4]1[C:13]2[C:8](=[CH:9][C:10]([O:16][CH2:17][CH2:18][O:19][CH3:20])=[C:11]([O:14][CH3:15])[CH:12]=2)[N:7]=[CH:6][C:5]=1[C:21]#[N:22])#[N:2].[NH:23]1[CH2:28][CH2:27][O:26][CH2:25][CH2:24]1.FC(F)(F)S([O-])(=O)=O.[La+3].FC(F)(F)S([O-])(=O)=O.FC(F)(F)S([O-])(=O)=O.O. Product: [CH3:15][O:14][C:11]1[C:10]([O:16][CH2:17][CH2:18][O:19][CH3:20])=[CH:9][C:8]2[N:7]=[CH:6][C:5]3[C:4]([C:13]=2[CH:12]=1)=[CH:3][C:1]([N:23]1[CH2:28][CH2:27][O:26][CH2:25][CH2:24]1)=[N:2][C:21]=3[NH2:22]. The catalyst class is: 1. (5) Reactant: [CH3:1][C:2]1[CH:7]=[C:6]([S:8][CH2:9][CH2:10][CH:11]([C:16]2[S:17][C:18]3[CH:25]=[C:24]([C:26]([F:29])([F:28])[F:27])[CH:23]=[CH:22][C:19]=3[C:20]=2[CH3:21])[CH2:12][CH2:13][CH2:14][CH3:15])[CH:5]=[CH:4][C:3]=1[O:30][CH2:31][C:32]([O:34]CC)=[O:33].[OH-].[Na+]. Product: [CH3:1][C:2]1[CH:7]=[C:6]([S:8][CH2:9][CH2:10][CH:11]([C:16]2[S:17][C:18]3[CH:25]=[C:24]([C:26]([F:28])([F:27])[F:29])[CH:23]=[CH:22][C:19]=3[C:20]=2[CH3:21])[CH2:12][CH2:13][CH2:14][CH3:15])[CH:5]=[CH:4][C:3]=1[O:30][CH2:31][C:32]([OH:34])=[O:33]. The catalyst class is: 92.